Dataset: Catalyst prediction with 721,799 reactions and 888 catalyst types from USPTO. Task: Predict which catalyst facilitates the given reaction. (1) Reactant: [OH:1][C@H:2]1[CH2:6][CH2:5][CH2:4][C@H:3]1[O:7][C@H:8]1[CH2:13][CH2:12][C@H:11]([N:14]2[C:19](=[O:20])[C:18]([CH2:21][C:22]3[CH:27]=[CH:26][C:25]([C:28]4[CH:33]=[CH:32][CH:31]=[CH:30][C:29]=4[C:34]4[NH:38][C:37](=[O:39])[O:36][N:35]=4)=[CH:24][CH:23]=3)=[C:17]([CH2:40][CH2:41][CH3:42])[N:16]3[N:43]=[CH:44][N:45]=[C:15]23)[CH2:10][CH2:9]1.CC(OI1(OC(C)=O)(OC(C)=O)OC(=O)C2C=CC=CC1=2)=O.C(=O)([O-])O.[Na+].S([O-])([O-])(=O)=S.[Na+].[Na+]. Product: [O:1]=[C:2]1[CH2:6][CH2:5][CH2:4][CH:3]1[O:7][C@H:8]1[CH2:13][CH2:12][C@H:11]([N:14]2[C:19](=[O:20])[C:18]([CH2:21][C:22]3[CH:23]=[CH:24][C:25]([C:28]4[CH:33]=[CH:32][CH:31]=[CH:30][C:29]=4[C:34]4[NH:38][C:37](=[O:39])[O:36][N:35]=4)=[CH:26][CH:27]=3)=[C:17]([CH2:40][CH2:41][CH3:42])[N:16]3[N:43]=[CH:44][N:45]=[C:15]23)[CH2:10][CH2:9]1. The catalyst class is: 10. (2) Reactant: [C:1]([O:5][C:6]([NH:8][C@@H:9]1[C:23](=[O:24])[N:22]2[CH2:25][C@H:26]([O:28][C:29]3[N:30]=[C:31]4[C:36](=[C:37]5[C:42]=3[CH:41]=[CH:40][CH:39]=[CH:38]5)[CH:35]=[CH:34][CH:33]=[CH:32]4)[CH2:27][C@H:21]2[C:20](=[O:43])[NH:19][C@:18]2([C:45](O)=[O:46])[CH2:44][C@H:17]2[CH2:16][C:15]([F:49])([F:48])[CH2:14][CH2:13][CH2:12][CH2:11][CH2:10]1)=[O:7])([CH3:4])([CH3:3])[CH3:2].[CH:50]1([S:53]([NH2:56])(=[O:55])=[O:54])[CH2:52][CH2:51]1.N1CCCN2CCCCCC=12. Product: [CH:50]1([S:53]([NH:56][C:45]([C@@:18]23[CH2:44][C@H:17]2[CH2:16][C:15]([F:49])([F:48])[CH2:14][CH2:13][CH2:12][CH2:11][CH2:10][C@H:9]([NH:8][C:6](=[O:7])[O:5][C:1]([CH3:4])([CH3:3])[CH3:2])[C:23](=[O:24])[N:22]2[CH2:25][C@H:26]([O:28][C:29]4[N:30]=[C:31]5[C:36](=[C:37]6[C:42]=4[CH:41]=[CH:40][CH:39]=[CH:38]6)[CH:35]=[CH:34][CH:33]=[CH:32]5)[CH2:27][C@H:21]2[C:20](=[O:43])[NH:19]3)=[O:46])(=[O:55])=[O:54])[CH2:52][CH2:51]1. The catalyst class is: 68.